Dataset: Forward reaction prediction with 1.9M reactions from USPTO patents (1976-2016). Task: Predict the product of the given reaction. (1) Given the reactants COC(C1C=CC(COC2C=CC=C3C=2C=C(S(O)(=O)=O)C=C3)=CC=1)=O.[O-:27][C:28]1[CH:37]=[C:36]2[C:31]([CH:32]=[CH:33][C:34]([S:38]([O-:41])(=[O:40])=[O:39])=[CH:35]2)=[CH:30][CH:29]=1.[Na+].[Na+].Cl[CH2:45][CH2:46][CH2:47][N:48]1[CH2:52][CH2:51][CH2:50][CH2:49]1, predict the reaction product. The product is: [N:48]1([CH2:47][CH2:46][CH2:45][O:27][C:28]2[CH:37]=[C:36]3[C:31]([CH:32]=[CH:33][C:34]([S:38]([OH:41])(=[O:39])=[O:40])=[CH:35]3)=[CH:30][CH:29]=2)[CH2:52][CH2:51][CH2:50][CH2:49]1. (2) Given the reactants Br[C:2]1[C:11]2[C:6](=[CH:7][CH:8]=[C:9]([OH:12])[CH:10]=2)[N:5]=[C:4]([C:13]2[CH:18]=[CH:17][C:16]([OH:19])=[CH:15][CH:14]=2)[CH:3]=1.[CH2:20]([Sn](CCCC)(CCCC)C=C)[CH2:21]CC, predict the reaction product. The product is: [OH:19][C:16]1[CH:17]=[CH:18][C:13]([C:4]2[CH:3]=[C:2]([CH:20]=[CH2:21])[C:11]3[C:6](=[CH:7][CH:8]=[C:9]([OH:12])[CH:10]=3)[N:5]=2)=[CH:14][CH:15]=1. (3) Given the reactants [C:1]1([CH:8]=[CH:7][CH:6]=[C:4]([OH:5])[CH:3]=1)[OH:2].[CH2:9]=[O:10].[OH-].[Na+], predict the reaction product. The product is: [C:1]1([CH:8]=[CH:7][CH:6]=[C:4]([OH:5])[C:3]=1[CH:9]=[O:10])[OH:2]. (4) Given the reactants [F:1][C:2]([F:20])([F:19])[O:3][C:4]1[CH:9]=[CH:8][C:7]([NH:10][C:11]([CH:13]2[CH2:18][CH2:17][NH:16][CH2:15][CH2:14]2)=[O:12])=[CH:6][CH:5]=1.[CH3:21][C:22]([CH3:29])([CH3:28])[CH2:23][CH2:24][C:25](O)=[O:26], predict the reaction product. The product is: [F:20][C:2]([F:19])([F:1])[O:3][C:4]1[CH:9]=[CH:8][C:7]([NH:10][C:11]([CH:13]2[CH2:18][CH2:17][N:16]([C:25](=[O:26])[CH2:24][CH2:23][C:22]([CH3:29])([CH3:28])[CH3:21])[CH2:15][CH2:14]2)=[O:12])=[CH:6][CH:5]=1. (5) Given the reactants [CH2:1]([N:8]1[CH2:13][CH2:12][N:11]([C:14]([O:16][C:17]([CH3:20])([CH3:19])[CH3:18])=[O:15])[C@H:10]([CH2:21][C:22]2[CH:27]=[CH:26][CH:25]=[CH:24][C:23]=2Br)[CH2:9]1)[C:2]1[CH:7]=[CH:6][CH:5]=[CH:4][CH:3]=1.[B:29]1([B:29]2[O:33][C:32]([CH3:35])([CH3:34])[C:31]([CH3:37])([CH3:36])[O:30]2)[O:33][C:32]([CH3:35])([CH3:34])[C:31]([CH3:37])([CH3:36])[O:30]1.C([O-])(=O)C.[K+].C(OCC)(=O)C.O, predict the reaction product. The product is: [CH2:1]([N:8]1[CH2:13][CH2:12][N:11]([C:14]([O:16][C:17]([CH3:20])([CH3:19])[CH3:18])=[O:15])[C@H:10]([CH2:21][C:22]2[CH:27]=[CH:26][CH:25]=[CH:24][C:23]=2[B:29]2[O:33][C:32]([CH3:35])([CH3:34])[C:31]([CH3:37])([CH3:36])[O:30]2)[CH2:9]1)[C:2]1[CH:7]=[CH:6][CH:5]=[CH:4][CH:3]=1. (6) Given the reactants [F:1][C:2]1[CH:10]=[C:9]2[C:5]([C:6]([C:20]3[CH:28]=[C:27]4[C:23]([CH:24]=[N:25][NH:26]4)=[CH:22][CH:21]=3)=[CH:7][N:8]2S(C2C=CC=CC=2)(=O)=O)=[CH:4][CH:3]=1.Br[CH2:30][C:31]([NH2:33])=[O:32].C([O-])([O-])=O.[K+].[K+], predict the reaction product. The product is: [F:1][C:2]1[CH:10]=[C:9]2[C:5]([C:6]([C:20]3[CH:21]=[CH:22][C:23]4[C:27]([CH:28]=3)=[N:26][N:25]([CH2:30][C:31]([NH2:33])=[O:32])[CH:24]=4)=[CH:7][NH:8]2)=[CH:4][CH:3]=1.